Dataset: Catalyst prediction with 721,799 reactions and 888 catalyst types from USPTO. Task: Predict which catalyst facilitates the given reaction. Reactant: [N+:1]([CH2:4][C:5]([O:7][CH2:8][CH3:9])=[O:6])([O-:3])=O.[C:10]1([CH:16]([O:18][CH2:19][C:20]#[CH:21])[CH3:17])[CH:15]=[CH:14][CH:13]=[CH:12][CH:11]=1.N12CCN(CC1)CC2. Product: [C:10]1([CH:16]([O:18][CH2:19][C:20]2[O:3][N:1]=[C:4]([C:5]([O:7][CH2:8][CH3:9])=[O:6])[CH:21]=2)[CH3:17])[CH:15]=[CH:14][CH:13]=[CH:12][CH:11]=1. The catalyst class is: 22.